Dataset: Reaction yield outcomes from USPTO patents with 853,638 reactions. Task: Predict the reaction yield, written as a fraction of the theoretical maximum amount of product (1.0 means a 100% yield; for example, 0.34 means a 34% yield). (1) The reactants are [CH:1]1([CH2:4][OH:5])[CH2:3][CH2:2]1.[Br:6][C:7]1[CH:8]=[C:9](O)[C:10]([CH3:13])=[N:11][CH:12]=1.C1(P(C2C=CC=CC=2)C2C=CC=CC=2)C=CC=CC=1.N(C(OCC)=O)=NC(OCC)=O. The catalyst is C1COCC1.O. The product is [Br:6][C:7]1[CH:8]=[C:9]([O:5][CH2:4][CH:1]2[CH2:3][CH2:2]2)[C:10]([CH3:13])=[N:11][CH:12]=1. The yield is 0.370. (2) The reactants are [CH2:1]([O:3][C:4](=[O:18])[C:5]1[CH:15]=[C:14]([CH2:16][OH:17])[CH:13]=[C:7]([C:8]([O:10]CC)=[O:9])[CH:6]=1)[CH3:2].[OH-].[Na+]. The catalyst is CC(C)=O.C(O)C. The product is [CH2:1]([O:3][C:4](=[O:18])[C:5]1[CH:15]=[C:14]([CH2:16][OH:17])[CH:13]=[C:7]([C:8]([OH:10])=[O:9])[CH:6]=1)[CH3:2]. The yield is 0.430. (3) The catalyst is C(OCC)C.O1CCCC1. The yield is 0.660. The reactants are C(NC(C)C)(C)C.C([Li])CCC.[CH2:13]([SnH:17]([CH2:22][CH2:23][CH2:24][CH3:25])[CH2:18][CH2:19][CH2:20][CH3:21])[CH2:14][CH2:15][CH3:16].[CH2:26]([O:28][CH2:29]Cl)[CH3:27]. The product is [CH2:22]([Sn:17]([CH2:13][CH2:14][CH2:15][CH3:16])([CH2:18][CH2:19][CH2:20][CH3:21])[CH2:29][O:28][CH2:26][CH3:27])[CH2:23][CH2:24][CH3:25].